Dataset: Catalyst prediction with 721,799 reactions and 888 catalyst types from USPTO. Task: Predict which catalyst facilitates the given reaction. (1) Reactant: [Cl:1][C:2]1[CH:38]=[CH:37][CH:36]=[C:35]([Cl:39])[C:3]=1[C:4]([NH:6][C:7]1[CH:16]=[C:15]2[C:10]([CH2:11][C@@H:12]([NH:27]C(=O)OC(C)(C)C)[CH2:13][N:14]2[S:17]([C:20]2[CH:21]=[C:22]([CH3:26])[CH:23]=[CH:24][CH:25]=2)(=[O:19])=[O:18])=[N:9][CH:8]=1)=[O:5].[F:40][C:41]([F:46])([F:45])[C:42]([OH:44])=[O:43]. Product: [F:40][C:41]([F:46])([F:45])[C:42]([OH:44])=[O:43].[NH2:27][C@@H:12]1[CH2:11][C:10]2[N:9]=[CH:8][C:7]([NH:6][C:4](=[O:5])[C:3]3[C:35]([Cl:39])=[CH:36][CH:37]=[CH:38][C:2]=3[Cl:1])=[CH:16][C:15]=2[N:14]([S:17]([C:20]2[CH:21]=[C:22]([CH3:26])[CH:23]=[CH:24][CH:25]=2)(=[O:18])=[O:19])[CH2:13]1. The catalyst class is: 4. (2) Reactant: [C:1]([O:5][C:6]([N:8]1[CH2:13][CH2:12][CH:11]([O:14][C:15]2[CH:20]=[CH:19][C:18]([NH2:21])=[CH:17][CH:16]=2)[CH2:10][CH2:9]1)=[O:7])([CH3:4])([CH3:3])[CH3:2].C(=O)([O-])O.[Na+].O.[C:28](Cl)(=[O:37])[O:29][CH2:30][C:31]1[CH:36]=[CH:35][CH:34]=[CH:33][CH:32]=1. Product: [C:1]([O:5][C:6]([N:8]1[CH2:13][CH2:12][CH:11]([O:14][C:15]2[CH:20]=[CH:19][C:18]([NH:21][C:28]([O:29][CH2:30][C:31]3[CH:36]=[CH:35][CH:34]=[CH:33][CH:32]=3)=[O:37])=[CH:17][CH:16]=2)[CH2:10][CH2:9]1)=[O:7])([CH3:4])([CH3:2])[CH3:3]. The catalyst class is: 7. (3) Reactant: [CH2:1]([C:3]1[C:4]([F:15])=[CH:5][N:6]=[C:7]2[C:12]=1[N:11]=[C:10]([O:13]C)[CH:9]=[CH:8]2)[CH3:2].Br.C(=O)([O-])O.[Na+]. Product: [CH2:1]([C:3]1[C:4]([F:15])=[CH:5][N:6]=[C:7]2[C:12]=1[NH:11][C:10](=[O:13])[CH:9]=[CH:8]2)[CH3:2]. The catalyst class is: 86. (4) Reactant: [ClH:1].[CH2:2]([O:4][C:5](=[O:21])/[CH:6]=[CH:7]/[CH:8]1[CH2:13][CH2:12][N:11](C(OC(C)(C)C)=O)[CH2:10][CH2:9]1)[CH3:3]. Product: [ClH:1].[NH:11]1[CH2:12][CH2:13][CH:8](/[CH:7]=[CH:6]/[C:5]([O:4][CH2:2][CH3:3])=[O:21])[CH2:9][CH2:10]1. The catalyst class is: 12. (5) Reactant: [CH:1]1([C@H:7]([NH:12][C:13]([C:15]2[CH:19]=[C:18]([C:20]3[CH:25]=[CH:24][C:23]([F:26])=[CH:22][CH:21]=3)[S:17][C:16]=2[NH:27][C:28]([NH:30][C:31]2[C:36]([Cl:37])=[CH:35][CH:34]=[CH:33][C:32]=2[Cl:38])=[O:29])=[O:14])[C:8]([O:10]C)=[O:9])[CH2:6][CH2:5][CH2:4][CH2:3][CH2:2]1.[OH-].[Li+]. Product: [CH:1]1([C@H:7]([NH:12][C:13]([C:15]2[CH:19]=[C:18]([C:20]3[CH:21]=[CH:22][C:23]([F:26])=[CH:24][CH:25]=3)[S:17][C:16]=2[NH:27][C:28]([NH:30][C:31]2[C:32]([Cl:38])=[CH:33][CH:34]=[CH:35][C:36]=2[Cl:37])=[O:29])=[O:14])[C:8]([OH:10])=[O:9])[CH2:6][CH2:5][CH2:4][CH2:3][CH2:2]1. The catalyst class is: 1. (6) Reactant: [Br:1][C:2]1[C:14]([F:15])=[CH:13][C:12]([C:16](O)=[O:17])=[C:11]2[C:3]=1[C:4]1[CH2:5][CH2:6][CH:7]([CH:19]([C:25]([O:27][CH2:28][CH3:29])=[O:26])[C:20]([O:22][CH2:23][CH3:24])=[O:21])[CH2:8][C:9]=1[NH:10]2.C(Cl)CCl.C1C=CC2N(O)N=[N:40]C=2C=1.[NH4+].[OH-]. Product: [Br:1][C:2]1[C:14]([F:15])=[CH:13][C:12]([C:16](=[O:17])[NH2:40])=[C:11]2[C:3]=1[C:4]1[CH2:5][CH2:6][CH:7]([CH:19]([C:20]([O:22][CH2:23][CH3:24])=[O:21])[C:25]([O:27][CH2:28][CH3:29])=[O:26])[CH2:8][C:9]=1[NH:10]2. The catalyst class is: 49. (7) Product: [OH:4][CH:5]1[CH2:10][CH2:9][CH2:8][N:7]([C:11]2[N:12]=[C:13]3[CH:32]=[C:31](/[CH:33]=[CH:34]/[C:35]4[S:36][CH:37]=[C:38]([CH:40]([CH3:42])[CH3:41])[N:39]=4)[CH:30]=[CH:29][N:14]3[C:15](=[O:28])[C:16]=2/[CH:17]=[CH:18]/[C:19]2[NH:20][N:21]=[N:22][N:23]=2)[CH2:6]1. The catalyst class is: 5. Reactant: C([O:4][CH:5]1[CH2:10][CH2:9][CH2:8][N:7]([C:11]2[N:12]=[C:13]3[CH:32]=[C:31](/[CH:33]=[CH:34]/[C:35]4[S:36][CH:37]=[C:38]([CH:40]([CH3:42])[CH3:41])[N:39]=4)[CH:30]=[CH:29][N:14]3[C:15](=[O:28])[C:16]=2/[CH:17]=[CH:18]/[C:19]2[N:23](CCC#N)[N:22]=[N:21][N:20]=2)[CH2:6]1)(=O)C.O1CCCC1.C[O-].[Na+].[Cl-].[NH4+].